Task: Predict the reactants needed to synthesize the given product.. Dataset: Full USPTO retrosynthesis dataset with 1.9M reactions from patents (1976-2016) (1) Given the product [C:18]1([CH2:24][N:25]2[CH2:30][CH2:29][CH:28]([N:1]3[CH2:2][CH2:3][CH:4]([N:7]4[CH2:16][C:15]5[C:10](=[CH:11][CH:12]=[CH:13][CH:14]=5)[NH:9][C:8]4=[O:17])[CH2:5][CH2:6]3)[CH2:27][CH2:26]2)[CH:23]=[CH:22][CH:21]=[CH:20][CH:19]=1, predict the reactants needed to synthesize it. The reactants are: [NH:1]1[CH2:6][CH2:5][CH:4]([N:7]2[CH2:16][C:15]3[C:10](=[CH:11][CH:12]=[CH:13][CH:14]=3)[NH:9][C:8]2=[O:17])[CH2:3][CH2:2]1.[C:18]1([CH2:24][N:25]2[CH2:30][CH2:29][C:28](=O)[CH2:27][CH2:26]2)[CH:23]=[CH:22][CH:21]=[CH:20][CH:19]=1.C([BH3-])#N.[Na+].Cl. (2) Given the product [NH2:20][C:21]1[N:26]=[C:25]([NH2:27])[C:24]([C:28]#[N:29])=[C:23]([NH:19][C@@H:17]([C:7]2[N:6]=[C:5]3[CH:4]=[CH:3][N:2]([CH3:1])[C:10]3=[CH:9][C:8]=2[N:11]2[CH2:12][CH2:13][O:14][CH2:15][CH2:16]2)[CH3:18])[N:22]=1, predict the reactants needed to synthesize it. The reactants are: [CH3:1][N:2]1[C:10]2[C:5](=[N:6][C:7]([C@H:17]([NH2:19])[CH3:18])=[C:8]([N:11]3[CH2:16][CH2:15][O:14][CH2:13][CH2:12]3)[CH:9]=2)[CH:4]=[CH:3]1.[NH2:20][C:21]1[N:26]=[C:25]([NH2:27])[C:24]([C:28]#[N:29])=[C:23](Cl)[N:22]=1.CCN(CC)CC.C(=O)(O)[O-].[Na+]. (3) Given the product [CH2:23]([N:20]1[CH2:4][CH:3]([OH:27])[CH:2]([OH:8])[CH2:21]1)[C:25]1[CH:13]=[CH:12][CH:11]=[CH:10][CH:9]=1, predict the reactants needed to synthesize it. The reactants are: Br[C:2]([OH:8])(O)[CH2:3][CH2:4]CBr.[CH2:9](N)[C:10]1C=C[CH:13]=[CH:12][CH:11]=1.C([N:20]([CH:23]([CH3:25])C)[CH2:21]C)(C)C.C([O-])([O-])=[O:27].[K+].[K+].C1(S(O)(=O)=O)C=CC=CC=1. (4) Given the product [F:50][C:32]1[CH:33]=[C:34]([NH:37][C:38]([NH:40][C:41](=[O:49])[CH2:42][C:43]2[CH:44]=[CH:45][CH:46]=[CH:47][CH:48]=2)=[S:39])[CH:35]=[CH:36][C:31]=1[O:30][C:27]1[CH:26]=[CH:25][N:24]=[C:23]2[CH:22]=[C:21]([C:18]3[CH:17]=[CH:16][C:15]([CH2:14][N:11]4[CH2:12][CH2:13][C@H:9]([OH:8])[CH2:10]4)=[CH:20][CH:19]=3)[S:29][C:28]=12, predict the reactants needed to synthesize it. The reactants are: [Si]([O:8][C@H:9]1[CH2:13][CH2:12][N:11]([CH2:14][C:15]2[CH:20]=[CH:19][C:18]([C:21]3[S:29][C:28]4[C:23](=[N:24][CH:25]=[CH:26][C:27]=4[O:30][C:31]4[CH:36]=[CH:35][C:34]([NH:37][C:38]([NH:40][C:41](=[O:49])[CH2:42][C:43]5[CH:48]=[CH:47][CH:46]=[CH:45][CH:44]=5)=[S:39])=[CH:33][C:32]=4[F:50])[CH:22]=3)=[CH:17][CH:16]=2)[CH2:10]1)(C(C)(C)C)(C)C. (5) The reactants are: [C:1]([C:3]1[C:8]2[N:9]=[C:10]([N:12]3[CH2:15][CH:14]([CH2:16][C:17]([O:19][CH2:20][CH3:21])=[O:18])[CH2:13]3)[O:11][C:7]=2[C:6](F)=[C:5]([C:23]2[CH:28]=[CH:27][CH:26]=[CH:25][CH:24]=2)[C:4]=1[CH3:29])#[N:2].C(N(CC)CC)C.[CH3:37][N:38]([CH3:44])[C@H:39]1[CH2:43][CH2:42][NH:41][CH2:40]1. Given the product [C:1]([C:3]1[C:8]2[N:9]=[C:10]([N:12]3[CH2:15][CH:14]([CH2:16][C:17]([O:19][CH2:20][CH3:21])=[O:18])[CH2:13]3)[O:11][C:7]=2[C:6]([N:41]2[CH2:42][CH2:43][C@H:39]([N:38]([CH3:44])[CH3:37])[CH2:40]2)=[C:5]([C:23]2[CH:28]=[CH:27][CH:26]=[CH:25][CH:24]=2)[C:4]=1[CH3:29])#[N:2], predict the reactants needed to synthesize it. (6) Given the product [C:1]([O:5][C:6](=[O:39])/[CH:7]=[CH:8]/[C:9]1[C:14](=[O:15])[N:13]2[CH:16]=[CH:17][C:18]([C:20]([NH:22][C:23]3[S:24][CH:25]=[C:26]([C:28]([CH3:30])([CH3:31])[CH3:29])[N:27]=3)=[O:21])=[CH:19][C:12]2=[N:11][C:10]=1[N:32]1[CH2:37][CH2:36][CH2:35][C@@H:34]([O:38][S:47]([NH2:48])(=[O:50])=[O:49])[CH2:33]1)([CH3:2])([CH3:3])[CH3:4], predict the reactants needed to synthesize it. The reactants are: [C:1]([O:5][C:6](=[O:39])/[CH:7]=[CH:8]/[C:9]1[C:14](=[O:15])[N:13]2[CH:16]=[CH:17][C:18]([C:20]([NH:22][C:23]3[S:24][CH:25]=[C:26]([C:28]([CH3:31])([CH3:30])[CH3:29])[N:27]=3)=[O:21])=[CH:19][C:12]2=[N:11][C:10]=1[N:32]1[CH2:37][CH2:36][CH2:35][C@@H:34]([OH:38])[CH2:33]1)([CH3:4])([CH3:3])[CH3:2].C(N(CC)CC)C.[S:47](Cl)(=[O:50])(=[O:49])[NH2:48]. (7) Given the product [Br:1][C:2]1[CH:3]=[CH:4][C:5]([C:8]([C:10]2[C:11]([O:16][CH3:17])=[N:12][CH:13]=[N:14][CH:15]=2)([OH:9])[C:18]([CH3:21])([CH3:20])[CH3:19])=[N:6][CH:7]=1, predict the reactants needed to synthesize it. The reactants are: [Br:1][C:2]1[CH:3]=[CH:4][C:5]([C:8]([C:10]2[C:11]([O:16][CH3:17])=[N:12][CH:13]=[N:14][CH:15]=2)=[O:9])=[N:6][CH:7]=1.[C:18]([Mg]Cl)([CH3:21])([CH3:20])[CH3:19]. (8) Given the product [C:16]1(=[C:8]([C:5]2[CH:6]=[CH:7][C:2]([C:36]#[C:35][CH2:34][CH2:33][CH2:32][OH:37])=[CH:3][CH:4]=2)[C:9]2[CH:14]=[CH:13][C:12]([OH:15])=[CH:11][CH:10]=2)[CH2:22][CH2:21][CH2:20][CH2:19][CH2:18][CH2:17]1, predict the reactants needed to synthesize it. The reactants are: Br[C:2]1[CH:7]=[CH:6][C:5]([C:8](=[C:16]2[CH2:22][CH2:21][CH2:20][CH2:19][CH2:18][CH2:17]2)[C:9]2[CH:14]=[CH:13][C:12]([OH:15])=[CH:11][CH:10]=2)=[CH:4][CH:3]=1.C(N(CC)C(C)C)(C)C.[CH2:32]([OH:37])[CH2:33][CH2:34][C:35]#[CH:36].[NH4+].[Cl-]. (9) Given the product [C:53]([O:55][C@@H:6]1[CH2:9][CH2:8][C@H:7]1[CH2:10][N:33]1[CH2:32][C@:28]2([C:29]3[C:24](=[CH:23][C:22]([Cl:21])=[CH:31][CH:30]=3)[CH2:25][CH2:26][CH2:27]2)[CH2:37][O:36][C:35]2[CH:38]=[CH:39][C:40]([C:42]([O:44][CH3:45])=[O:43])=[CH:41][C:34]1=2)(=[O:54])[CH3:52], predict the reactants needed to synthesize it. The reactants are: C(OC[C@@H:6]1[CH2:9][CH2:8][C@H:7]1[C@H:10](N1C2C=CC=CC=2N=N1)O)(=O)C.[Cl:21][C:22]1[CH:23]=[C:24]2[C:29](=[CH:30][CH:31]=1)[C@@:28]1([CH2:37][O:36][C:35]3[CH:38]=[CH:39][C:40]([C:42]([O:44][CH3:45])=[O:43])=[CH:41][C:34]=3[NH:33][CH2:32]1)[CH2:27][CH2:26][CH2:25]2.C([BH3-])#N.[Na+].[OH-].[Na+].[CH3:52][C:53]([OH:55])=[O:54]. (10) Given the product [CH2:1]([N:8]1[C:17]2[C:12](=[CH:13][CH:14]=[CH:15][CH:16]=2)[N:11]=[C:10]([C:18]([OH:20])=[O:19])[C:9]1=[O:23])[C:2]1[CH:3]=[CH:4][CH:5]=[CH:6][CH:7]=1, predict the reactants needed to synthesize it. The reactants are: [CH2:1]([N:8]1[C:17]2[C:12](=[CH:13][CH:14]=[CH:15][CH:16]=2)[N:11]=[C:10]([C:18]([O:20]CC)=[O:19])[C:9]1=[O:23])[C:2]1[CH:7]=[CH:6][CH:5]=[CH:4][CH:3]=1.[OH-].[Na+].Cl.